From a dataset of Reaction yield outcomes from USPTO patents with 853,638 reactions. Predict the reaction yield, written as a fraction of the theoretical maximum amount of product (1.0 means a 100% yield; for example, 0.34 means a 34% yield). (1) The reactants are CS(O[CH2:6][CH2:7][CH2:8][CH2:9][C:10]12[CH2:17][CH2:16][C:13]([C:18]3[CH:23]=[CH:22][CH:21]=[C:20]([O:24][CH:25]4[CH2:30][CH2:29][CH2:28][CH2:27][O:26]4)[CH:19]=3)([CH2:14][CH2:15]1)[O:12][CH2:11]2)(=O)=O.[C-:31]#[N:32].[Na+]. The catalyst is CN(C=O)C.CCOC(C)=O. The product is [O:26]1[CH2:27][CH2:28][CH2:29][CH2:30][CH:25]1[O:24][C:20]1[CH:19]=[C:18]([C:13]23[CH2:14][CH2:15][C:10]([CH2:9][CH2:8][CH2:7][CH2:6][C:31]#[N:32])([CH2:17][CH2:16]2)[CH2:11][O:12]3)[CH:23]=[CH:22][CH:21]=1. The yield is 0.910. (2) The reactants are [N+:1]([C:4]1[CH:12]=[C:11]2[C:7]([CH:8]=[C:9]([C:20]([O:22][CH3:23])=[O:21])[N:10]2[C:13]([O:15][C:16]([CH3:19])([CH3:18])[CH3:17])=[O:14])=[CH:6][CH:5]=1)([O-])=O. The catalyst is C(O)C.[Pt](=O)=O. The product is [NH2:1][C:4]1[CH:12]=[C:11]2[C:7]([CH:8]=[C:9]([C:20]([O:22][CH3:23])=[O:21])[N:10]2[C:13]([O:15][C:16]([CH3:19])([CH3:18])[CH3:17])=[O:14])=[CH:6][CH:5]=1. The yield is 0.930. (3) The reactants are [CH3:1][C:2]1([CH3:13])[CH2:12][C:5]2[S:6][C:7]([C:9]([OH:11])=O)=[CH:8][C:4]=2[CH2:3]1.[CH:14]([Mg]Br)=[CH2:15].[ClH:18].CCOCC. The catalyst is C1COCC1. The product is [Cl:18][CH2:14][CH2:15][C:9]([C:7]1[S:6][C:5]2[CH2:12][C:2]([CH3:1])([CH3:13])[CH2:3][C:4]=2[CH:8]=1)=[O:11]. The yield is 1.18.